Predict hERG channel inhibition at various concentrations. From a dataset of hERG Central: cardiac toxicity at 1µM, 10µM, and general inhibition. (1) The compound is OCC1(Cc2ccc(F)cc2F)CCCN(Cc2ccc(Cl)cc2)C1. Results: hERG_inhib (hERG inhibition (general)): blocker. (2) The compound is CCN1CCN(C(=O)c2ccc(Cl)c(S(=O)(=O)N3CCCCCC3)c2)CC1.Cl. Results: hERG_inhib (hERG inhibition (general)): blocker. (3) The compound is COCCn1c(SCC(=O)Nc2cc(C(C)(C)C)nn2-c2ccccc2)nnc1-c1ccncc1. Results: hERG_inhib (hERG inhibition (general)): blocker. (4) The drug is CC(=O)Nc1ccc(S(=O)(=O)N2CCN(c3cc(C)nc4ccccc34)CC2)cc1. Results: hERG_inhib (hERG inhibition (general)): blocker. (5) The drug is Fc1ccc(-n2cc(CNCCc3ccncc3)c(-c3ccccc3Cl)n2)cc1. Results: hERG_inhib (hERG inhibition (general)): blocker. (6) The compound is O=C(NCCc1ccccc1)C1CCCN(c2ncnc3c2nc2n3CCCCC2)C1. Results: hERG_inhib (hERG inhibition (general)): blocker. (7) The molecule is Clc1ccc2nc(C3CCN(Cc4nnnn4C4CCCCC4)CC3)[nH]c2c1. Results: hERG_inhib (hERG inhibition (general)): blocker.